From a dataset of Full USPTO retrosynthesis dataset with 1.9M reactions from patents (1976-2016). Predict the reactants needed to synthesize the given product. (1) Given the product [CH2:32]([N:34]([CH2:38][CH3:39])[CH2:35][CH2:36][S:37][C:2]1[N:10]2[C:6](=[N:7][C:8]3[CH:14]=[CH:13][CH:12]=[CH:11][C:9]=32)[C:5]([C:15]#[N:16])=[C:4]([CH3:17])[C:3]=1[CH2:18][CH3:19])[CH3:33], predict the reactants needed to synthesize it. The reactants are: Cl[C:2]1[N:10]2[C:6](=[N:7][C:8]3[CH:14]=[CH:13][CH:12]=[CH:11][C:9]=32)[C:5]([C:15]#[N:16])=[C:4]([CH3:17])[C:3]=1[CH2:18][CH3:19].C1CCN2C(=NCCC2)CC1.Cl.[CH2:32]([N:34]([CH2:38][CH3:39])[CH2:35][CH2:36][SH:37])[CH3:33]. (2) The reactants are: [H-].[Na+].[CH3:3][O:4][C:5](=[O:22])[C:6]1[CH:11]=[C:10]([C:12](=[O:20])[C:13]2[CH:18]=[CH:17][C:16]([OH:19])=[CH:15][N:14]=2)[CH:9]=[CH:8][C:7]=1[F:21].[Cl:23][C:24]1[CH:29]=[CH:28][CH:27]=[C:26]([CH2:30]Cl)[CH:25]=1.[Na+].[I-]. Given the product [CH3:3][O:4][C:5](=[O:22])[C:6]1[CH:11]=[C:10]([C:12](=[O:20])[C:13]2[CH:18]=[CH:17][C:16]([O:19][CH2:30][C:26]3[CH:27]=[CH:28][CH:29]=[C:24]([Cl:23])[CH:25]=3)=[CH:15][N:14]=2)[CH:9]=[CH:8][C:7]=1[F:21], predict the reactants needed to synthesize it.